This data is from Catalyst prediction with 721,799 reactions and 888 catalyst types from USPTO. The task is: Predict which catalyst facilitates the given reaction. (1) Product: [Cl:8][C:6]1[CH:5]=[C:4]([N:9]([CH3:38])[C:10]([N:12]([C@H:13]2[C@H:17]([C:18]3[CH:19]=[CH:20][C:21]([F:24])=[CH:22][CH:23]=3)[CH2:16][N:15]([C:25]([N:46]3[CH2:47][CH2:48][N:43]([S:40]([CH3:39])(=[O:42])=[O:41])[CH2:44][CH2:45]3)=[O:27])[CH2:14]2)[CH3:37])=[O:11])[CH:3]=[C:2]([Cl:1])[CH:7]=1. The catalyst class is: 60. Reactant: [Cl:1][C:2]1[CH:3]=[C:4]([N:9]([CH3:38])[C:10]([N:12]([CH3:37])[C@H:13]2[C@H:17]([C:18]3[CH:23]=[CH:22][C:21]([F:24])=[CH:20][CH:19]=3)[CH2:16][N:15]([C:25]([O:27]C3C=CC([N+]([O-])=O)=CC=3)=O)[CH2:14]2)=[O:11])[CH:5]=[C:6]([Cl:8])[CH:7]=1.[CH3:39][S:40]([N:43]1[CH2:48][CH2:47][NH:46][CH2:45][CH2:44]1)(=[O:42])=[O:41].O. (2) Reactant: Br[C:2]1[C:3]([C:16]2[CH:21]=[CH:20][CH:19]=[CH:18][CH:17]=2)=[N:4][C:5]2[C:10]([N:11]=1)=[CH:9][C:8]([C:12]([O:14][CH3:15])=[O:13])=[CH:7][CH:6]=2.[CH3:22][CH:23]1[CH2:27][CH2:26][CH2:25][NH:24]1.C(=O)([O-])[O-].[K+].[K+]. Product: [CH3:22][C@H:23]1[CH2:27][CH2:26][CH2:25][N:24]1[C:2]1[C:3]([C:16]2[CH:21]=[CH:20][CH:19]=[CH:18][CH:17]=2)=[N:4][C:5]2[C:10]([N:11]=1)=[CH:9][C:8]([C:12]([O:14][CH3:15])=[O:13])=[CH:7][CH:6]=2. The catalyst class is: 9.